This data is from NCI-60 drug combinations with 297,098 pairs across 59 cell lines. The task is: Regression. Given two drug SMILES strings and cell line genomic features, predict the synergy score measuring deviation from expected non-interaction effect. (1) Drug 1: CN(CC1=CN=C2C(=N1)C(=NC(=N2)N)N)C3=CC=C(C=C3)C(=O)NC(CCC(=O)O)C(=O)O. Drug 2: CCN(CC)CCNC(=O)C1=C(NC(=C1C)C=C2C3=C(C=CC(=C3)F)NC2=O)C. Cell line: NCIH23. Synergy scores: CSS=73.4, Synergy_ZIP=3.97, Synergy_Bliss=1.81, Synergy_Loewe=-7.44, Synergy_HSA=3.72. (2) Drug 1: C1=CC(=C2C(=C1NCCNCCO)C(=O)C3=C(C=CC(=C3C2=O)O)O)NCCNCCO. Drug 2: CC1=C(C(=CC=C1)Cl)NC(=O)C2=CN=C(S2)NC3=CC(=NC(=N3)C)N4CCN(CC4)CCO. Cell line: UACC62. Synergy scores: CSS=41.0, Synergy_ZIP=1.51, Synergy_Bliss=1.19, Synergy_Loewe=-4.94, Synergy_HSA=2.03. (3) Drug 1: CCC1(C2=C(COC1=O)C(=O)N3CC4=CC5=C(C=CC(=C5CN(C)C)O)N=C4C3=C2)O.Cl. Drug 2: C1C(C(OC1N2C=NC(=NC2=O)N)CO)O. Cell line: OVCAR-4. Synergy scores: CSS=24.4, Synergy_ZIP=-4.59, Synergy_Bliss=-2.45, Synergy_Loewe=-0.0474, Synergy_HSA=0.421. (4) Drug 1: C1CN1P(=S)(N2CC2)N3CC3. Drug 2: CCC1=C2CN3C(=CC4=C(C3=O)COC(=O)C4(CC)O)C2=NC5=C1C=C(C=C5)O. Cell line: HCT-15. Synergy scores: CSS=5.62, Synergy_ZIP=-7.45, Synergy_Bliss=1.15, Synergy_Loewe=-11.2, Synergy_HSA=1.69. (5) Drug 1: CC1=CC=C(C=C1)C2=CC(=NN2C3=CC=C(C=C3)S(=O)(=O)N)C(F)(F)F. Drug 2: CCN(CC)CCCC(C)NC1=C2C=C(C=CC2=NC3=C1C=CC(=C3)Cl)OC. Cell line: SF-539. Synergy scores: CSS=24.1, Synergy_ZIP=-8.16, Synergy_Bliss=-5.38, Synergy_Loewe=-23.7, Synergy_HSA=-4.04. (6) Drug 1: CC12CCC(CC1=CCC3C2CCC4(C3CC=C4C5=CN=CC=C5)C)O. Drug 2: CCCS(=O)(=O)NC1=C(C(=C(C=C1)F)C(=O)C2=CNC3=C2C=C(C=N3)C4=CC=C(C=C4)Cl)F. Cell line: UO-31. Synergy scores: CSS=13.0, Synergy_ZIP=-0.586, Synergy_Bliss=3.31, Synergy_Loewe=0.135, Synergy_HSA=4.58. (7) Drug 1: C1CC2CC3=C(CC1C24CN(S(=O)(=O)N4)CC(F)(F)F)C=CC(=C3)C=CCN5CCC(CC5)C(F)(F)F. Drug 2: CNC(=O)C1=NC=CC(=C1)OC2=CC=C(C=C2)NC(=O)NC3=CC(=C(C=C3)Cl)C(F)(F)F. Cell line: NCIH23. Synergy scores: CSS=67.7, Synergy_ZIP=6.63, Synergy_Bliss=7.64, Synergy_Loewe=-4.40, Synergy_HSA=9.99.